Dataset: Reaction yield outcomes from USPTO patents with 853,638 reactions. Task: Predict the reaction yield, written as a fraction of the theoretical maximum amount of product (1.0 means a 100% yield; for example, 0.34 means a 34% yield). (1) The reactants are C(OC([N:8]1[CH:12]=[C:11]([CH2:13][CH2:14]CC(=O)NCCCCCCCC)[N:10]=[C:9]1[NH2:27])=O)(C)(C)C.[N:28]#CN.C(O)C.[ClH:34]. The catalyst is O.CO. The product is [ClH:34].[ClH:34].[NH2:28][CH2:14][CH2:13][C:11]1[N:10]=[C:9]([NH2:27])[NH:8][CH:12]=1. The yield is 0.620. (2) The reactants are [F:1][C:2]1[CH:11]=[C:10]2[C:5]([CH:6]=[CH:7][C:8](=[O:12])[NH:9]2)=[CH:4][CH:3]=1.[H-].[Na+].Br[CH2:16][CH2:17][CH2:18]Cl.C([O-])([O-])=O.[K+].[K+].[CH2:26]([CH:30]1[CH2:35][CH2:34][NH:33][CH2:32][CH2:31]1)[CH2:27][CH2:28][CH3:29]. The catalyst is CCOCC.O.CCOC(C)=O.CN(C=O)C. The product is [CH2:26]([CH:30]1[CH2:35][CH2:34][N:33]([CH2:16][CH2:17][CH2:18][N:9]2[C:10]3[C:5](=[CH:4][CH:3]=[C:2]([F:1])[CH:11]=3)[CH:6]=[CH:7][C:8]2=[O:12])[CH2:32][CH2:31]1)[CH2:27][CH2:28][CH3:29]. The yield is 0.110. (3) The reactants are C[O:2][C:3]([CH:5]1[CH2:13][C:12]2[C:7](=[CH:8][CH:9]=[CH:10][C:11]=2[S:14]([N:17]2[C@H:22]([CH3:23])[CH2:21][N:20]([CH2:24][C:25]3[CH:30]=[CH:29][C:28]([C:31]([F:34])([F:33])[F:32])=[C:27]([F:35])[CH:26]=3)[CH2:19][C@@H:18]2[CH3:36])(=[O:16])=[O:15])[CH2:6]1)=[O:4].[Li+].[OH-]. The catalyst is C1COCC1.CO. The product is [F:35][C:27]1[CH:26]=[C:25]([CH:30]=[CH:29][C:28]=1[C:31]([F:34])([F:32])[F:33])[CH2:24][N:20]1[CH2:21][C@@H:22]([CH3:23])[N:17]([S:14]([C:11]2[CH:10]=[CH:9][CH:8]=[C:7]3[C:12]=2[CH2:13][CH:5]([C:3]([OH:4])=[O:2])[CH2:6]3)(=[O:15])=[O:16])[C@@H:18]([CH3:36])[CH2:19]1. The yield is 0.920. (4) The reactants are C[O:2][C:3]([C:5]1[N:6]([NH:10][C:11](=[O:21])[CH2:12][O:13][CH2:14][C:15]2[CH:20]=[CH:19][CH:18]=[CH:17][CH:16]=2)[CH:7]=[N:8][CH:9]=1)=O.[OH-].[NH4+:23]. No catalyst specified. The product is [CH2:14]([O:13][CH2:12][C:11]([NH:10][N:6]1[C:5]([C:3]([NH2:23])=[O:2])=[CH:9][N:8]=[CH:7]1)=[O:21])[C:15]1[CH:20]=[CH:19][CH:18]=[CH:17][CH:16]=1. The yield is 0.880.